From a dataset of Reaction yield outcomes from USPTO patents with 853,638 reactions. Predict the reaction yield, written as a fraction of the theoretical maximum amount of product (1.0 means a 100% yield; for example, 0.34 means a 34% yield). (1) The reactants are [CH3:1][C:2]1[C:6]([CH2:7][N:8]2[CH:12]=[C:11]([N:13]3[C:17](=[O:18])[CH:16]([CH2:19][C:20](O)=[O:21])[NH:15][C:14]3=[O:23])[CH:10]=[N:9]2)=[C:5]([CH3:24])[O:4][N:3]=1.[CH3:25][O:26][C:27]1[CH:28]=[C:29]([CH2:33][NH2:34])[CH:30]=[CH:31][CH:32]=1. No catalyst specified. The product is [CH3:1][C:2]1[C:6]([CH2:7][N:8]2[CH:12]=[C:11]([N:13]3[C:17](=[O:18])[CH:16]([CH2:19][C:20]([NH:34][CH2:33][C:29]4[CH:30]=[CH:31][CH:32]=[C:27]([O:26][CH3:25])[CH:28]=4)=[O:21])[NH:15][C:14]3=[O:23])[CH:10]=[N:9]2)=[C:5]([CH3:24])[O:4][N:3]=1. The yield is 0.500. (2) The reactants are [Cl:1][C:2]1[C:7]([O:8][CH:9]([CH3:11])[CH3:10])=[CH:6][CH:5]=[C:4](I)[N:3]=1.[CH3:13][N:14](C=O)C. The catalyst is CCOC(C)=O.[C-]#N.[C-]#N.[Zn+2].C1C=CC([P]([Pd]([P](C2C=CC=CC=2)(C2C=CC=CC=2)C2C=CC=CC=2)([P](C2C=CC=CC=2)(C2C=CC=CC=2)C2C=CC=CC=2)[P](C2C=CC=CC=2)(C2C=CC=CC=2)C2C=CC=CC=2)(C2C=CC=CC=2)C2C=CC=CC=2)=CC=1. The product is [Cl:1][C:2]1[N:3]=[C:4]([C:13]#[N:14])[CH:5]=[CH:6][C:7]=1[O:8][CH:9]([CH3:11])[CH3:10]. The yield is 0.880. (3) The catalyst is C(Cl)Cl. The yield is 0.420. The product is [CH3:25][O:26][C:27]1[CH:28]=[C:29]([NH:30][C:2]2[C:3]([NH:12][S:13]([C:16]3[CH:21]=[CH:20][CH:19]=[C:18]([N+:22]([O-:24])=[O:23])[CH:17]=3)(=[O:15])=[O:14])=[N:4][C:5]3[C:10]([N:11]=2)=[CH:9][CH:8]=[CH:7][CH:6]=3)[CH:31]=[C:32]([N+:34]([O-:36])=[O:35])[CH:33]=1. The reactants are Cl[C:2]1[C:3]([NH:12][S:13]([C:16]2[CH:21]=[CH:20][CH:19]=[C:18]([N+:22]([O-:24])=[O:23])[CH:17]=2)(=[O:15])=[O:14])=[N:4][C:5]2[C:10]([N:11]=1)=[CH:9][CH:8]=[CH:7][CH:6]=2.[CH3:25][O:26][C:27]1[CH:28]=[C:29]([CH:31]=[C:32]([N+:34]([O-:36])=[O:35])[CH:33]=1)[NH2:30].CC1C=CC(C)=CC=1. (4) The reactants are Cl[C:2](OC(Cl)(Cl)Cl)=[O:3].[NH2:9][C:10]1[CH:18]=[CH:17][C:16]([F:19])=[CH:15][C:11]=1[C:12]([OH:14])=[O:13]. The catalyst is O1CCOCC1. The product is [F:19][C:16]1[CH:17]=[CH:18][C:10]2[NH:9][C:2](=[O:3])[O:13][C:12](=[O:14])[C:11]=2[CH:15]=1. The yield is 0.960. (5) The reactants are [NH:1]1[CH:5]=[C:4]([CH2:6][CH2:7][C:8]([OH:10])=[O:9])[N:3]=[CH:2]1.OS(O)(=O)=O.[CH3:16]O. No catalyst specified. The product is [CH3:16][O:9][C:8](=[O:10])[CH2:7][CH2:6][C:4]1[N:3]=[CH:2][NH:1][CH:5]=1. The yield is 0.900. (6) The reactants are CON(C)[C:4]([CH:6]1[CH2:11][CH2:10][N:9]([C:12]([O:14][C:15]([CH3:18])([CH3:17])[CH3:16])=[O:13])[CH2:8][CH2:7]1)=[O:5].[C:20]1([Mg]Cl)[CH:25]=[CH:24][CH:23]=[CH:22][CH:21]=1. The catalyst is C1COCC1. The product is [C:4]([CH:6]1[CH2:7][CH2:8][N:9]([C:12]([O:14][C:15]([CH3:16])([CH3:17])[CH3:18])=[O:13])[CH2:10][CH2:11]1)(=[O:5])[C:20]1[CH:25]=[CH:24][CH:23]=[CH:22][CH:21]=1. The yield is 0.210. (7) The reactants are [S:1]([N:11]1[C:19]2[C:18]([C:20]([O:22][CH3:23])=[O:21])=[CH:17][N:16]=[CH:15][C:14]=2[CH:13]=[CH:12]1)([C:4]1[CH:10]=[CH:9][C:7]([CH3:8])=[CH:6][CH:5]=1)(=[O:3])=[O:2].ClC1C=C(C=CC=1)C(OO)=[O:29].C([O-])([O-])=O.[Na+].[Na+]. The catalyst is CCOC(C)=O. The product is [CH3:23][O:22][C:20]([C:18]1[C:19]2[N:11]([S:1]([C:4]3[CH:5]=[CH:6][C:7]([CH3:8])=[CH:9][CH:10]=3)(=[O:3])=[O:2])[CH:12]=[CH:13][C:14]=2[CH:15]=[N+:16]([O-:29])[CH:17]=1)=[O:21]. The yield is 0.690. (8) The reactants are [F:1][C:2]1[CH:7]=[C:6]([O:8][CH2:9][C:10]2[CH:15]=[CH:14][CH:13]=[C:12]([F:16])[CH:11]=2)[C:5]([F:17])=[CH:4][C:3]=1[NH2:18].[C:19]([OH:27])(=[O:26])[C:20]([CH2:22][C:23](O)=[O:24])=[CH2:21]. No catalyst specified. The product is [F:1][C:2]1[CH:7]=[C:6]([O:8][CH2:9][C:10]2[CH:15]=[CH:14][CH:13]=[C:12]([F:16])[CH:11]=2)[C:5]([F:17])=[CH:4][C:3]=1[N:18]1[C:23](=[O:24])[CH2:22][CH:20]([C:19]([OH:27])=[O:26])[CH2:21]1. The yield is 0.345. (9) The reactants are Br[CH2:2][C:3]1[CH:8]=[CH:7][C:6]([N+:9]([O-:11])=[O:10])=[CH:5][C:4]=1[F:12].[C:13]1(=[O:23])[NH:17][C:16](=[O:18])[C:15]2=[CH:19][CH:20]=[CH:21][CH:22]=[C:14]12.[K]. The catalyst is CN(C)C=O.C(OCC)(=O)C. The product is [F:12][C:4]1[CH:5]=[C:6]([N+:9]([O-:11])=[O:10])[CH:7]=[CH:8][C:3]=1[CH2:2][N:17]1[C:13](=[O:23])[C:14]2[C:15](=[CH:19][CH:20]=[CH:21][CH:22]=2)[C:16]1=[O:18]. The yield is 0.880. (10) The reactants are [C:1]([O:5][C:6]([N:8]1[C:16]2[C:11](=[CH:12][C:13]([CH:17]([C:19]3([CH2:31][CH2:32][CH3:33])[CH2:23][CH2:22][CH2:21][N:20]3[C:24]([O:26][C:27]([CH3:30])([CH3:29])[CH3:28])=[O:25])[OH:18])=[CH:14][CH:15]=2)[CH:10]=[CH:9]1)=[O:7])([CH3:4])([CH3:3])[CH3:2]. The catalyst is C(Cl)Cl. The product is [C:1]([O:5][C:6]([N:8]1[C:16]2[C:11](=[CH:12][C:13]([C:17]([C:19]3([CH2:31][CH2:32][CH3:33])[CH2:23][CH2:22][CH2:21][N:20]3[C:24]([O:26][C:27]([CH3:30])([CH3:29])[CH3:28])=[O:25])=[O:18])=[CH:14][CH:15]=2)[CH:10]=[CH:9]1)=[O:7])([CH3:4])([CH3:3])[CH3:2]. The yield is 0.290.